This data is from Reaction yield outcomes from USPTO patents with 853,638 reactions. The task is: Predict the reaction yield, written as a fraction of the theoretical maximum amount of product (1.0 means a 100% yield; for example, 0.34 means a 34% yield). The reactants are Br[C:2]1[C:3]([C:10]2[CH:18]=[CH:17][C:13]([N:14]([CH3:16])[CH3:15])=[CH:12][CH:11]=2)=[N:4][C:5]([O:8][CH3:9])=[CH:6][CH:7]=1.Cl.[F:20][C:21]([F:37])([F:36])[O:22][C:23]1[CH:28]=[CH:27][C:26]([N:29]2[CH2:34][CH2:33][NH:32][CH2:31][C:30]2=[O:35])=[CH:25][CH:24]=1.CC1(C)C2C(=C(P(C3C=CC=CC=3)C3C=CC=CC=3)C=CC=2)OC2C(P(C3C=CC=CC=3)C3C=CC=CC=3)=CC=CC1=2.C(=O)([O-])[O-].[Cs+].[Cs+]. The catalyst is C1C=CC(/C=C/C(/C=C/C2C=CC=CC=2)=O)=CC=1.C1C=CC(/C=C/C(/C=C/C2C=CC=CC=2)=O)=CC=1.C1C=CC(/C=C/C(/C=C/C2C=CC=CC=2)=O)=CC=1.[Pd].[Pd].O.C1(C)C=CC=CC=1. The product is [CH3:15][N:14]([CH3:16])[C:13]1[CH:17]=[CH:18][C:10]([C:3]2[C:2]([N:32]3[CH2:33][CH2:34][N:29]([C:26]4[CH:27]=[CH:28][C:23]([O:22][C:21]([F:37])([F:36])[F:20])=[CH:24][CH:25]=4)[C:30](=[O:35])[CH2:31]3)=[CH:7][CH:6]=[C:5]([O:8][CH3:9])[N:4]=2)=[CH:11][CH:12]=1. The yield is 0.0750.